From a dataset of Forward reaction prediction with 1.9M reactions from USPTO patents (1976-2016). Predict the product of the given reaction. (1) Given the reactants [NH2:1][CH2:2][CH:3]([OH:6])[CH2:4][NH2:5].C(N(CC)CC)C.[Cl:14][C:15]1[CH:20]=[C:19]([Cl:21])[CH:18]=[CH:17][C:16]=1[S:22](Cl)(=[O:24])=[O:23], predict the reaction product. The product is: [NH2:1][CH2:2][CH:3]([OH:6])[CH2:4][NH:5][S:22]([C:16]1[CH:17]=[CH:18][C:19]([Cl:21])=[CH:20][C:15]=1[Cl:14])(=[O:24])=[O:23]. (2) Given the reactants Br[C:2]1[N:3]=[C:4]2[N:11]([CH2:12][CH3:13])[CH2:10][C:9](=[O:14])[NH:8][C:5]2=[N:6][CH:7]=1.[O:15]1[CH2:20][CH2:19][CH2:18][CH2:17][CH:16]1[N:21]1[CH:25]=[N:24][N:23]=[C:22]1[C:26]1[CH:31]=[CH:30][C:29](B2OC(C)(C)C(C)(C)O2)=[CH:28][CH:27]=1.C(=O)([O-])[O-].[Na+].[Na+], predict the reaction product. The product is: [CH2:12]([N:11]1[C:4]2[C:5](=[N:6][CH:7]=[C:2]([C:29]3[CH:30]=[CH:31][C:26]([C:22]4[N:21]([CH:16]5[CH2:17][CH2:18][CH2:19][CH2:20][O:15]5)[CH:25]=[N:24][N:23]=4)=[CH:27][CH:28]=3)[N:3]=2)[NH:8][C:9](=[O:14])[CH2:10]1)[CH3:13]. (3) Given the reactants [H-].[Al+3].[Li+].[H-].[H-].[H-].C([O:9][C:10](=O)[CH:11]([CH2:17][CH2:18][CH:19]=[CH2:20])[C:12](OCC)=[O:13])C.[OH-].[Na+].Cl, predict the reaction product. The product is: [CH2:17]([CH:11]([CH2:12][OH:13])[CH2:10][OH:9])[CH2:18][CH:19]=[CH2:20]. (4) Given the reactants [NH2:1][C:2]1[CH:7]=[CH:6][C:5]([CH2:8][C:9]([OH:11])=[O:10])=[CH:4][C:3]=1[C:12]([O:14][CH2:15][CH3:16])=[O:13].[F:17][C:18]([F:35])([F:34])[C:19]1[CH:24]=[CH:23][C:22]([C:25]2[C:26]([C:31](Cl)=[O:32])=[CH:27][CH:28]=[CH:29][CH:30]=2)=[CH:21][CH:20]=1.C(=O)(O)[O-].[Na+], predict the reaction product. The product is: [CH2:15]([O:14][C:12]([C:3]1[CH:4]=[C:5]([CH2:8][C:9]([OH:11])=[O:10])[CH:6]=[CH:7][C:2]=1[NH:1][C:31]([C:26]1[C:25]([C:22]2[CH:23]=[CH:24][C:19]([C:18]([F:17])([F:34])[F:35])=[CH:20][CH:21]=2)=[CH:30][CH:29]=[CH:28][CH:27]=1)=[O:32])=[O:13])[CH3:16].